This data is from Reaction yield outcomes from USPTO patents with 853,638 reactions. The task is: Predict the reaction yield, written as a fraction of the theoretical maximum amount of product (1.0 means a 100% yield; for example, 0.34 means a 34% yield). (1) The reactants are [CH2:1]([O:8][C:9]1[CH:14]=[CH:13][C:12]([O:15][CH3:16])=[C:11]([N+:17]([O-])=O)[CH:10]=1)[C:2]1[CH:7]=[CH:6][CH:5]=[CH:4][CH:3]=1.[H][H]. The catalyst is C(Cl)Cl.[Pd]. The product is [CH2:1]([O:8][C:9]1[CH:14]=[CH:13][C:12]([O:15][CH3:16])=[C:11]([CH:10]=1)[NH2:17])[C:2]1[CH:3]=[CH:4][CH:5]=[CH:6][CH:7]=1. The yield is 1.00. (2) The catalyst is CO.O. The reactants are [O:1]1[CH2:6][CH2:5][N:4]([C:7]2[C:12]([NH:13][C:14](=[O:39])[C:15]3[CH:20]=[C:19]([CH2:21][C:22]4[C:23](=[O:34])[C:24]([O:32][CH3:33])=[C:25]([O:30][CH3:31])[C:26](=[O:29])[C:27]=4[CH3:28])[CH:18]=[CH:17][C:16]=3[O:35]C(=O)C)=[CH:11][CH:10]=[CH:9][N:8]=2)[CH2:3][CH2:2]1.C(=O)([O-])O.[Na+]. The yield is 0.990. The product is [O:1]1[CH2:6][CH2:5][N:4]([C:7]2[C:12]([NH:13][C:14](=[O:39])[C:15]3[CH:20]=[C:19]([CH2:21][C:22]4[C:23](=[O:34])[C:24]([O:32][CH3:33])=[C:25]([O:30][CH3:31])[C:26](=[O:29])[C:27]=4[CH3:28])[CH:18]=[CH:17][C:16]=3[OH:35])=[CH:11][CH:10]=[CH:9][N:8]=2)[CH2:3][CH2:2]1. (3) The reactants are [NH:1]1[CH2:6][CH2:5][CH2:4][CH2:3][CH2:2]1.F[C:8]1[CH:13]=[CH:12][C:11]([N+:14]([O-:16])=[O:15])=[CH:10][CH:9]=1. The catalyst is CS(C)=O.O. The product is [N+:14]([C:11]1[CH:12]=[CH:13][C:8]([N:1]2[CH2:6][CH2:5][CH2:4][CH2:3][CH2:2]2)=[CH:9][CH:10]=1)([O-:16])=[O:15]. The yield is 0.750. (4) The reactants are C[Si](C)(C)CC[O:5][C:6]([C@@H:8]1[CH2:13][CH2:12][CH2:11][CH2:10][C@H:9]1[C:14]([C:16]1[CH:21]=[CH:20][C:19]([C:22]2[CH:27]=[CH:26][C:25]([NH:28][C:29]3[O:30][C:31]4[CH:37]=[CH:36][C:35]([CH3:38])=[CH:34][C:32]=4[N:33]=3)=[CH:24][CH:23]=2)=[CH:18][CH:17]=1)=[O:15])=[O:7].[F-].C([N+](CCCC)(CCCC)CCCC)CCC.[NH4+].[Cl-]. The catalyst is C1COCC1.CCOC(C)=O.O. The product is [CH3:38][C:35]1[CH:36]=[CH:37][C:31]2[O:30][C:29]([NH:28][C:25]3[CH:26]=[CH:27][C:22]([C:19]4[CH:20]=[CH:21][C:16]([C:14]([C@@H:9]5[CH2:10][CH2:11][CH2:12][CH2:13][C@H:8]5[C:6]([OH:7])=[O:5])=[O:15])=[CH:17][CH:18]=4)=[CH:23][CH:24]=3)=[N:33][C:32]=2[CH:34]=1. The yield is 0.840. (5) The reactants are [Cl-].[CH3:2][O:3][CH2:4][P+](C1C=CC=CC=1)(C1C=CC=CC=1)C1C=CC=CC=1.C([Li])CCC.[Cl:29][C:30]1[N:34]([CH3:35])[N:33]=[C:32]([C:36]2[CH:41]=[CH:40][CH:39]=[CH:38][N:37]=2)[C:31]=1[C:42]([C:44]1[CH:49]=[CH:48][C:47]([Cl:50])=[CH:46][C:45]=1[CH3:51])=O.[NH4+].[Cl-]. The catalyst is C1COCC1. The product is [Cl:29][C:30]1[N:34]([CH3:35])[N:33]=[C:32]([C:36]2[CH:41]=[CH:40][CH:39]=[CH:38][N:37]=2)[C:31]=1[C:42]([C:44]1[CH:49]=[CH:48][C:47]([Cl:50])=[CH:46][C:45]=1[CH3:51])=[CH:2][O:3][CH3:4]. The yield is 0.690.